Predict the reactants needed to synthesize the given product. From a dataset of Full USPTO retrosynthesis dataset with 1.9M reactions from patents (1976-2016). (1) Given the product [CH2:48]([O:47][C:43]([CH:44]1[CH2:45][C:7]1([C:8]1[CH:13]=[CH:12][CH:11]=[CH:10][CH:9]=1)[C:1]1[CH:6]=[CH:5][CH:4]=[CH:3][CH:2]=1)=[O:46])[CH3:49], predict the reactants needed to synthesize it. The reactants are: [C:1]1([C:7](=NN)[C:8]2[CH:13]=[CH:12][CH:11]=[CH:10][CH:9]=2)[CH:6]=[CH:5][CH:4]=[CH:3][CH:2]=1.[OH-].[Na+].Cl([O-])=O.[Na+].C1(C(C2C=CC=CC=2)=[N+]=[N-])C=CC=CC=1.CCCCCC.[C:43]([O:47][CH2:48][CH3:49])(=[O:46])[CH:44]=[CH2:45]. (2) Given the product [CH2:11]([O:10][C:8]([N:5]1[CH2:4][CH:3]=[C:2]([O:1][Si:19]([CH3:21])([CH3:20])[CH3:18])[CH2:7][CH2:6]1)=[O:9])[C:12]1[CH:17]=[CH:16][CH:15]=[CH:14][CH:13]=1, predict the reactants needed to synthesize it. The reactants are: [O:1]=[C:2]1[CH2:7][CH2:6][N:5]([C:8]([O:10][CH2:11][C:12]2[CH:17]=[CH:16][CH:15]=[CH:14][CH:13]=2)=[O:9])[CH2:4][CH2:3]1.[CH3:18][Si:19](Cl)([CH3:21])[CH3:20]. (3) The reactants are: [NH2:1][CH2:2][CH:3]([NH:8][C:9](=[O:15])[O:10][C:11]([CH3:14])([CH3:13])[CH3:12])[CH2:4][O:5][CH2:6][CH3:7].C(=O)([O-])[O-].[Na+].[Na+].Cl[C:23]([O:25][CH2:26][C:27]1[CH:32]=[CH:31][CH:30]=[CH:29][CH:28]=1)=[O:24]. Given the product [CH2:6]([O:5][CH2:4][CH:3]([NH:8][C:9](=[O:15])[O:10][C:11]([CH3:14])([CH3:13])[CH3:12])[CH2:2][NH:1][C:23](=[O:24])[O:25][CH2:26][C:27]1[CH:32]=[CH:31][CH:30]=[CH:29][CH:28]=1)[CH3:7], predict the reactants needed to synthesize it. (4) Given the product [N:16]1([CH2:21][C@H:22]([C:24]2[CH:25]=[N:26][CH:27]=[CH:28][CH:29]=2)[O:1][C:2]2[C:3]([N+:13]([O-:15])=[O:14])=[C:4]3[C:9](=[CH:10][CH:11]=2)[C:8](=[O:12])[CH2:7][CH2:6][CH2:5]3)[CH:20]=[CH:19][N:18]=[CH:17]1, predict the reactants needed to synthesize it. The reactants are: [OH:1][C:2]1[C:3]([N+:13]([O-:15])=[O:14])=[C:4]2[C:9](=[CH:10][CH:11]=1)[C:8](=[O:12])[CH2:7][CH2:6][CH2:5]2.[N:16]1([CH2:21][C@@H:22]([C:24]2[CH:25]=[N:26][CH:27]=[CH:28][CH:29]=2)O)[CH:20]=[CH:19][N:18]=[CH:17]1.C1(P(C2C=CC=CC=2)C2C=CC=CC=2)C=CC=CC=1.CCOC(/N=N/C(OCC)=O)=O. (5) Given the product [CH:8]([C@H:11]1[NH:16][CH2:15][CH2:14][N:13]2[C:24]3[CH:30]=[C:29]([S:31]([CH3:34])(=[O:33])=[O:32])[C:28]([C:35]([O:37][CH3:38])=[O:36])=[CH:27][C:25]=3[N:26]=[C:12]12)([CH3:10])[CH3:9], predict the reactants needed to synthesize it. The reactants are: C(O)(C(F)(F)F)=O.[CH:8]([C@H:11]1[N:16](C(OC(C)(C)C)=O)[CH2:15][CH2:14][N:13]2[C:24]3[CH:30]=[C:29]([S:31]([CH3:34])(=[O:33])=[O:32])[C:28]([C:35]([O:37][CH3:38])=[O:36])=[CH:27][C:25]=3[N:26]=[C:12]12)([CH3:10])[CH3:9]. (6) Given the product [C:1]([O:4][CH2:5][CH2:6][CH:7]([C:9]1[S:10][C:11]([Br:14])=[CH:12][CH:13]=1)[OH:8])(=[O:3])[CH3:2], predict the reactants needed to synthesize it. The reactants are: [C:1]([O:4][CH2:5][CH2:6][C:7]([C:9]1[S:10][C:11]([Br:14])=[CH:12][CH:13]=1)=[O:8])(=[O:3])[CH3:2].[BH4-].[Na+].